The task is: Predict the reactants needed to synthesize the given product.. This data is from Retrosynthesis with 50K atom-mapped reactions and 10 reaction types from USPTO. Given the product Cc1cc(/C=C/CC[C@@H](NC(=O)OCc2ccccc2)c2cc(C(F)(F)F)ccc2Br)cc(C(F)(F)F)c1, predict the reactants needed to synthesize it. The reactants are: C=CCC[C@H](NC(=O)OCc1ccccc1)c1cc(C(F)(F)F)ccc1Br.C=Cc1cc(C)cc(C(F)(F)F)c1.